Dataset: Full USPTO retrosynthesis dataset with 1.9M reactions from patents (1976-2016). Task: Predict the reactants needed to synthesize the given product. (1) Given the product [C:6]([O:14][C@@H:15]1[CH2:16][CH2:17][O:18][C@H:19]([CH2:22][O:23][CH2:24][C:25]2[CH:30]=[CH:29][CH:28]=[CH:27][CH:26]=2)[C@@H:20]1[Cl:4])(=[O:13])[C:7]1[CH:12]=[CH:11][CH:10]=[CH:9][CH:8]=1, predict the reactants needed to synthesize it. The reactants are: S(Cl)([Cl:4])(=O)=O.[C:6]([O:14][C@H:15]1[C@H:20](O)[C@@H:19]([CH2:22][O:23][CH2:24][C:25]2[CH:30]=[CH:29][CH:28]=[CH:27][CH:26]=2)[O:18][CH2:17][CH2:16]1)(=[O:13])[C:7]1[CH:12]=[CH:11][CH:10]=[CH:9][CH:8]=1.O. (2) Given the product [CH:6]1([C:12]2[N:23]3[C:24]4[CH:30]=[CH:29][N:28]([S:31]([C:34]5[CH:35]=[CH:36][C:37]([CH3:38])=[CH:39][CH:40]=5)(=[O:33])=[O:32])[C:25]=4[N:26]=[CH:27][C:22]3=[N:14][CH:13]=2)[CH2:11][CH2:10][CH2:9][CH2:8][CH2:7]1, predict the reactants needed to synthesize it. The reactants are: OS(O)(=O)=O.[CH:6]1([C:12](=O)[CH2:13][N:14]([C:22]2[N:23]=[C:24]3[CH:30]=[CH:29][N:28]([S:31]([C:34]4[CH:40]=[CH:39][C:37]([CH3:38])=[CH:36][CH:35]=4)(=[O:33])=[O:32])[C:25]3=[N:26][CH:27]=2)C(=O)OC(C)(C)C)[CH2:11][CH2:10][CH2:9][CH2:8][CH2:7]1. (3) Given the product [CH2:1]([C:3]1([C:16]2[C:17]3[C:22](=[C:21]([NH:23][S:24]([CH3:27])(=[O:25])=[O:26])[CH:20]=[CH:19][CH:18]=3)[NH:14][CH:15]=2)[C:11]2[C:6](=[CH:7][C:8]([F:12])=[CH:9][CH:10]=2)[CH2:5][CH2:4]1)[CH3:2], predict the reactants needed to synthesize it. The reactants are: [CH2:1]([C:3]1(O)[C:11]2[C:6](=[CH:7][C:8]([F:12])=[CH:9][CH:10]=2)[CH2:5][CH2:4]1)[CH3:2].[NH:14]1[C:22]2[C:17](=[CH:18][CH:19]=[CH:20][C:21]=2[NH:23][S:24]([CH3:27])(=[O:26])=[O:25])[CH:16]=[CH:15]1.FC(F)(F)C(O)=O. (4) Given the product [OH:9][CH2:8][CH2:7][O:6][P:5]([CH2:11][C:12]1[CH:17]=[CH:16][C:15]([NH2:18])=[C:14]([O:21][CH3:22])[CH:13]=1)(=[O:10])[O:4][CH2:3][CH2:2][OH:1], predict the reactants needed to synthesize it. The reactants are: [OH:1][CH2:2][CH2:3][O:4][P:5]([CH2:11][C:12]1[CH:17]=[CH:16][C:15]([N+:18]([O-])=O)=[C:14]([O:21][CH3:22])[CH:13]=1)(=[O:10])[O:6][CH2:7][CH2:8][OH:9].[H][H]. (5) Given the product [CH2:1]([O:3][C:4](=[O:15])[CH:5]([CH3:14])[CH:6]([N:8]([C:19]1[C:20]([N+:24]([O-:26])=[O:25])=[CH:21][N:22]=[C:17]([Cl:16])[N:18]=1)[CH:9]1[CH2:13][CH2:12][CH2:11][CH2:10]1)[CH3:7])[CH3:2], predict the reactants needed to synthesize it. The reactants are: [CH2:1]([O:3][C:4](=[O:15])[CH:5]([CH3:14])[CH:6]([NH:8][CH:9]1[CH2:13][CH2:12][CH2:11][CH2:10]1)[CH3:7])[CH3:2].[Cl:16][C:17]1[N:22]=[C:21](Cl)[C:20]([N+:24]([O-:26])=[O:25])=[CH:19][N:18]=1.C(=O)(O)[O-].[K+]. (6) Given the product [F:1][C:2]1([F:12])[CH2:6][CH2:5][CH:4]([CH2:7][OH:8])[CH2:3]1, predict the reactants needed to synthesize it. The reactants are: [F:1][C:2]1([F:12])[CH2:6][CH2:5][CH:4]([C:7](OCC)=[O:8])[CH2:3]1.[H-].[Al+3].[Li+].[H-].[H-].[H-].